From a dataset of Peptide-MHC class II binding affinity with 134,281 pairs from IEDB. Regression. Given a peptide amino acid sequence and an MHC pseudo amino acid sequence, predict their binding affinity value. This is MHC class II binding data. (1) The binding affinity (normalized) is 0.633. The MHC is DRB1_0401 with pseudo-sequence DRB1_0401. The peptide sequence is IGRFYIQMCTELKLSDYEG. (2) The peptide sequence is VLEKLELLQRRFGGT. The MHC is HLA-DQA10501-DQB10402 with pseudo-sequence HLA-DQA10501-DQB10402. The binding affinity (normalized) is 0.452.